Dataset: Catalyst prediction with 721,799 reactions and 888 catalyst types from USPTO. Task: Predict which catalyst facilitates the given reaction. (1) Reactant: [CH2:1]([O:4][C:5]1[CH:13]=[C:12]([O:14][CH2:15][CH:16]=[CH2:17])[C:11]([CH:18]([C:20]#[CH:21])[CH3:19])=[CH:10][C:6]=1[C:7]([OH:9])=O)[CH:2]=[CH2:3].[N:22]1([CH2:28][C:29]2[CH:34]=[CH:33][C:32]([NH2:35])=[CH:31][CH:30]=2)[CH2:27][CH2:26][O:25][CH2:24][CH2:23]1.O.ON1C2C=CC=CC=2N=N1.Cl.C(N=C=NCCCN(C)C)C. Product: [CH2:1]([O:4][C:5]1[CH:13]=[C:12]([O:14][CH2:15][CH:16]=[CH2:17])[C:11]([CH:18]([C:20]#[CH:21])[CH3:19])=[CH:10][C:6]=1[C:7]([NH:35][C:32]1[CH:31]=[CH:30][C:29]([CH2:28][N:22]2[CH2:23][CH2:24][O:25][CH2:26][CH2:27]2)=[CH:34][CH:33]=1)=[O:9])[CH:2]=[CH2:3]. The catalyst class is: 35. (2) Reactant: C(=O)([O-])[O-].[K+].[K+].[OH:7][N:8]1[C:12](=[O:13])[C:11]2=[CH:14][CH:15]=[CH:16][CH:17]=[C:10]2[C:9]1=[O:18].Br[CH2:20][C:21]([NH2:23])=[O:22].O. Product: [O:13]=[C:12]1[C:11]2[C:10](=[CH:17][CH:16]=[CH:15][CH:14]=2)[C:9](=[O:18])[N:8]1[O:7][CH2:20][C:21]([NH2:23])=[O:22]. The catalyst class is: 3. (3) Reactant: Cl[C:2]1[N:7]=[CH:6][CH:5]=[CH:4][N:3]=1.[CH2:8]([CH2:10][NH2:11])[OH:9]. Product: [N:3]1[CH:4]=[CH:5][CH:6]=[N:7][C:2]=1[NH:11][CH2:10][CH2:8][OH:9]. The catalyst class is: 6. (4) Reactant: P([O-])([O-])([O-])=O.[K+].[K+].[K+].[NH:9]1[CH2:16][CH2:15]C[C@H:10]1[C:11](O)=[O:12].Br[C:18]1[CH:19]=[CH:20][C:21]([CH3:25])=[C:22]([CH:24]=1)[NH2:23].N1CCOCC1. Product: [CH3:25][C:21]1[CH:20]=[CH:19][C:18]([N:9]2[CH2:10][CH2:11][O:12][CH2:15][CH2:16]2)=[CH:24][C:22]=1[NH2:23]. The catalyst class is: 156. (5) Product: [Br:1][C:2]1[CH:11]=[C:10]([CH:26]([OH:27])[CH:21]2[CH2:22][CH2:23][CH2:24][CH2:25][N:20]2[C:13]([O:15][C:16]([CH3:18])([CH3:17])[CH3:19])=[O:14])[C:9]2[C:4](=[CH:5][CH:6]=[CH:7][CH:8]=2)[N:3]=1. Reactant: [Br:1][C:2]1[CH:11]=[C:10](Br)[C:9]2[C:4](=[CH:5][CH:6]=[CH:7][CH:8]=2)[N:3]=1.[C:13]([N:20]1[CH2:25][CH2:24][CH2:23][CH2:22][CH:21]1[CH:26]=[O:27])([O:15][C:16]([CH3:19])([CH3:18])[CH3:17])=[O:14]. The catalyst class is: 1.